This data is from Reaction yield outcomes from USPTO patents with 853,638 reactions. The task is: Predict the reaction yield, written as a fraction of the theoretical maximum amount of product (1.0 means a 100% yield; for example, 0.34 means a 34% yield). The reactants are [C:1]1([S:7]([N:10]2[C:14]3=[N:15][CH:16]=[C:17]([O:19][CH3:20])[CH:18]=[C:13]3[CH:12]=[C:11]2[CH:21]([OH:28])[CH2:22][CH:23]2[CH2:27][CH2:26][CH2:25][CH2:24]2)(=[O:9])=[O:8])[CH:6]=[CH:5][CH:4]=[CH:3][CH:2]=1.CC(OI1(OC(C)=O)(OC(C)=O)OC(=O)C2C=CC=CC1=2)=O.ClCCl. No catalyst specified. The product is [C:1]1([S:7]([N:10]2[C:14]3=[N:15][CH:16]=[C:17]([O:19][CH3:20])[CH:18]=[C:13]3[CH:12]=[C:11]2[C:21](=[O:28])[CH2:22][CH:23]2[CH2:24][CH2:25][CH2:26][CH2:27]2)(=[O:9])=[O:8])[CH:2]=[CH:3][CH:4]=[CH:5][CH:6]=1. The yield is 0.990.